This data is from Forward reaction prediction with 1.9M reactions from USPTO patents (1976-2016). The task is: Predict the product of the given reaction. (1) The product is: [CH3:1][C:2]1[N:3]=[CH:4][C:5]([C:18]2[S:22][C:21]([C:23]([O:25][C:26]([CH3:29])([CH3:28])[CH3:27])=[O:24])=[N:20][CH:19]=2)=[CH:6][N:7]=1. Given the reactants [CH3:1][C:2]1[N:7]=[CH:6][C:5](B2OC(C)(C)C(C)(C)O2)=[CH:4][N:3]=1.Br[C:18]1[S:22][C:21]([C:23]([O:25][C:26]([CH3:29])([CH3:28])[CH3:27])=[O:24])=[N:20][CH:19]=1.C([O-])([O-])=O.[Na+].[Na+].[NH4+].[Cl-], predict the reaction product. (2) Given the reactants [CH3:1][O:2][C:3]([C:5]1([CH2:19][CH2:20][CH:21]=[CH2:22])[C:18]2[CH:17]=[CH:16][CH:15]=[CH:14][C:13]=2[O:12][C:11]2[C:6]1=[CH:7][CH:8]=[CH:9][CH:10]=2)=[O:4].C12BC(CCC1)CCC2.[OH:32]O.[OH-].[Na+], predict the reaction product. The product is: [CH3:1][O:2][C:3]([C:5]1([CH2:19][CH2:20][CH2:21][CH2:22][OH:32])[C:6]2[CH:7]=[CH:8][CH:9]=[CH:10][C:11]=2[O:12][C:13]2[C:18]1=[CH:17][CH:16]=[CH:15][CH:14]=2)=[O:4].